From a dataset of Full USPTO retrosynthesis dataset with 1.9M reactions from patents (1976-2016). Predict the reactants needed to synthesize the given product. (1) Given the product [NH2:2][CH2:1][C:3]1[CH:8]=[CH:7][C:6]([CH3:9])=[CH:5][C:4]=1[NH:10][C:11]([NH:13][CH2:14][C:15]1[CH:16]=[C:17]2[C:21](=[CH:22][CH:23]=1)[C:20](=[O:24])[N:19]([CH:25]1[CH2:30][CH2:29][C:28](=[O:31])[NH:27][C:26]1=[O:32])[CH2:18]2)=[O:12], predict the reactants needed to synthesize it. The reactants are: [C:1]([C:3]1[CH:8]=[CH:7][C:6]([CH3:9])=[CH:5][C:4]=1[NH:10][C:11]([NH:13][CH2:14][C:15]1[CH:16]=[C:17]2[C:21](=[CH:22][CH:23]=1)[C:20](=[O:24])[N:19]([CH:25]1[CH2:30][CH2:29][C:28](=[O:31])[NH:27][C:26]1=[O:32])[CH2:18]2)=[O:12])#[N:2].Cl.[H][H]. (2) Given the product [C:22]([NH:21][CH:5]([C:4]([OH:25])=[O:3])[CH2:11][C:12]1[CH:17]=[CH:16][C:15]([CH3:18])=[C:14]([O:19][CH3:20])[CH:13]=1)(=[O:24])[CH3:23], predict the reactants needed to synthesize it. The reactants are: C([O:3][C:4](=[O:25])[C:5]([NH:21][C:22](=[O:24])[CH3:23])([CH2:11][C:12]1[CH:17]=[CH:16][C:15]([CH3:18])=[C:14]([O:19][CH3:20])[CH:13]=1)C(OCC)=O)C.[OH-].[K+]. (3) Given the product [Br:24][CH:7]([C:1]1[CH:6]=[CH:5][CH:4]=[CH:3][CH:2]=1)[C:8]([C:10]1[CH:15]=[CH:14][C:13]([C:16]23[CH2:21][CH:20]([CH2:22]2)[O:19][C:18](=[O:23])[NH:17]3)=[CH:12][CH:11]=1)=[O:9], predict the reactants needed to synthesize it. The reactants are: [C:1]1([CH2:7][C:8]([C:10]2[CH:15]=[CH:14][C:13]([C:16]34[CH2:22][CH:20]([CH2:21]3)[O:19][C:18](=[O:23])[NH:17]4)=[CH:12][CH:11]=2)=[O:9])[CH:6]=[CH:5][CH:4]=[CH:3][CH:2]=1.[BrH:24].[NH+]1C=CC=CC=1. (4) Given the product [CH3:1][N:2]1[C:6]([C:7]2[C:8]([CH3:25])=[C:9]([CH:14]=[C:15]([C:17]3[CH:18]=[N:19][C:20]([S:27]([CH3:36])(=[O:32])=[O:28])=[N:21][CH:22]=3)[CH:16]=2)[C:10]([O:12][CH3:13])=[O:11])=[C:5]([CH3:26])[CH:4]=[N:3]1, predict the reactants needed to synthesize it. The reactants are: [CH3:1][N:2]1[C:6]([C:7]2[C:8]([CH3:25])=[C:9]([CH:14]=[C:15]([C:17]3[CH:18]=[N:19][C:20](SC)=[N:21][CH:22]=3)[CH:16]=2)[C:10]([O:12][CH3:13])=[O:11])=[C:5]([CH3:26])[CH:4]=[N:3]1.[S:27]([O-:32])(O[O-])(=O)=[O:28].[K+].[K+].O1CCC[CH2:36]1.